This data is from Forward reaction prediction with 1.9M reactions from USPTO patents (1976-2016). The task is: Predict the product of the given reaction. (1) The product is: [Cl:1][C:2]1[CH:3]=[C:4]2[C:9](=[CH:10][CH:11]=1)[N:8]=[C:7]([CH2:12][CH:13]([CH3:15])[CH3:14])[C:6]([CH2:16][N:32]1[C:28](=[O:38])[C:29]3[C:30](=[CH:34][CH:35]=[CH:36][CH:37]=3)[C:31]1=[O:33])=[C:5]2[C:18]1[CH:19]=[CH:20][CH:21]=[CH:22][CH:23]=1. Given the reactants [Cl:1][C:2]1[CH:3]=[C:4]2[C:9](=[CH:10][CH:11]=1)[N:8]=[C:7]([CH2:12][CH:13]([CH3:15])[CH3:14])[C:6]([CH2:16]O)=[C:5]2[C:18]1[CH:23]=[CH:22][CH:21]=[CH:20][CH:19]=1.S(Cl)(Cl)=O.[C:28]1(=[O:38])[NH:32][C:31](=[O:33])[C:30]2=[CH:34][CH:35]=[CH:36][CH:37]=[C:29]12.[K], predict the reaction product. (2) Given the reactants [CH2:1]([C:3]1[C:4]([OH:12])=[C:5]([CH3:11])[CH:6]=[C:7]([CH:10]=1)[CH:8]=[O:9])[CH3:2].[F:13][C:14]([F:27])([F:26])[S:15](O[S:15]([C:14]([F:27])([F:26])[F:13])(=[O:17])=[O:16])(=[O:17])=[O:16], predict the reaction product. The product is: [CH2:1]([C:3]1[CH:10]=[C:7]([CH:8]=[O:9])[CH:6]=[C:5]([CH3:11])[C:4]=1[O:12][S:15]([C:14]([F:27])([F:26])[F:13])(=[O:17])=[O:16])[CH3:2]. (3) Given the reactants [CH3:1][C:2]1[C:3]([C:13]2[CH:14]=[C:15]3[C:20](=[CH:21][CH:22]=2)[N:19]=[C:18]([NH:23][CH3:24])[N:17]=[CH:16]3)=[C:4]2[C:9](=[CH:10][CH:11]=1)[C:8](=O)[NH:7][CH:6]=[CH:5]2.O=P(Cl)(Cl)[Cl:27], predict the reaction product. The product is: [Cl:27][C:8]1[C:9]2[C:4](=[C:3]([C:13]3[CH:14]=[C:15]4[C:20](=[CH:21][CH:22]=3)[N:19]=[C:18]([NH:23][CH3:24])[N:17]=[CH:16]4)[C:2]([CH3:1])=[CH:11][CH:10]=2)[CH:5]=[CH:6][N:7]=1. (4) Given the reactants [NH2:1][C:2]1[C:10]([O:11][CH2:12][CH3:13])=[CH:9][CH:8]=[CH:7][C:3]=1[C:4]([OH:6])=[O:5].Br[C:15]1([CH2:26][C:27]2[CH:32]=[CH:31][CH:30]=[C:29]([Cl:33])[CH:28]=2)[C:23]2[C:18](=[CH:19][C:20]([Cl:24])=[CH:21][CH:22]=2)[NH:17][C:16]1=[O:25].CCN(C(C)C)C(C)C, predict the reaction product. The product is: [Cl:24][C:20]1[CH:19]=[C:18]2[C:23]([C:15]([NH:1][C:2]3[C:10]([O:11][CH2:12][CH3:13])=[CH:9][CH:8]=[CH:7][C:3]=3[C:4]([OH:6])=[O:5])([CH2:26][C:27]3[CH:32]=[CH:31][CH:30]=[C:29]([Cl:33])[CH:28]=3)[C:16](=[O:25])[NH:17]2)=[CH:22][CH:21]=1.